Dataset: Reaction yield outcomes from USPTO patents with 853,638 reactions. Task: Predict the reaction yield, written as a fraction of the theoretical maximum amount of product (1.0 means a 100% yield; for example, 0.34 means a 34% yield). (1) The reactants are FC(F)(F)C(O)=O.[CH3:8][O:9][C:10]1[CH:11]=[C:12]([C:19]2[CH:20]=[CH:21][C:22]3[C:28](=[O:29])[NH:27][C:26]4[CH:30]=[C:31]([CH2:34][C:35]([N:37]5[CH2:41][CH2:40][CH:39]([NH:42]C(=O)OC(C)(C)C)[CH2:38]5)=[O:36])[CH:32]=[CH:33][C:25]=4[NH:24][C:23]=3[CH:50]=2)[CH:13]=[CH:14][C:15]=1[N+:16]([O-:18])=[O:17]. The catalyst is C(Cl)Cl. The product is [NH2:42][CH:39]1[CH2:40][CH2:41][N:37]([C:35](=[O:36])[CH2:34][C:31]2[CH:32]=[CH:33][C:25]3[NH:24][C:23]4[CH:50]=[C:19]([C:12]5[CH:13]=[CH:14][C:15]([N+:16]([O-:18])=[O:17])=[C:10]([O:9][CH3:8])[CH:11]=5)[CH:20]=[CH:21][C:22]=4[C:28](=[O:29])[NH:27][C:26]=3[CH:30]=2)[CH2:38]1. The yield is 0.700. (2) The reactants are C([O:3][C:4](=[O:20])[CH2:5][N:6]([C:8](=[O:19])[CH2:9][N:10]([C:12]([O:14][C:15]([CH3:18])([CH3:17])[CH3:16])=[O:13])[CH3:11])[CH3:7])C.[Li+].[OH-]. The catalyst is O.C1COCC1. The product is [C:15]([O:14][C:12]([N:10]([CH3:11])[CH2:9][C:8]([N:6]([CH2:5][C:4]([OH:20])=[O:3])[CH3:7])=[O:19])=[O:13])([CH3:18])([CH3:17])[CH3:16]. The yield is 0.900. (3) The reactants are [F:8][C:7]([F:10])([F:9])[C:6](O[C:6](=[O:11])[C:7]([F:10])([F:9])[F:8])=[O:11].[NH:14]1[C:18]2[CH:19]=[CH:20][CH:21]=[CH:22][C:17]=2[N:16]=[C:15]1[C:23]1[C:27]([NH2:28])=[CH:26][NH:25][N:24]=1. The catalyst is N1C=CC=CC=1. The product is [NH:16]1[C:17]2[CH:22]=[CH:21][CH:20]=[CH:19][C:18]=2[N:14]=[C:15]1[C:23]1[C:27]([NH:28][C:6](=[O:11])[C:7]([F:8])([F:9])[F:10])=[CH:26][NH:25][N:24]=1. The yield is 0.320. (4) The reactants are Br[C:2]1[C:3]([CH3:11])=[CH:4][C:5]2[S:9][CH:8]=[N:7][C:6]=2[CH:10]=1.[NH2:12][C:13]1[CH:18]=[CH:17][C:16](B2OC(C)(C)C(C)(C)O2)=[CH:15][N:14]=1.[O-]P([O-])([O-])=O.[K+].[K+].[K+].CC(=O)OCC. The catalyst is C(#N)C.O1CCOCC1.O. The product is [CH3:11][C:3]1[C:2]([C:16]2[CH:17]=[CH:18][C:13]([NH2:12])=[N:14][CH:15]=2)=[CH:10][C:6]2[N:7]=[CH:8][S:9][C:5]=2[CH:4]=1. The yield is 0.990. (5) The reactants are [CH:1]1([C:4]2[CH:9]=[CH:8][N:7]=[CH:6][C:5]=2[N:10]2[CH2:14][CH2:13][NH:12][C:11]2=[O:15])[CH2:3][CH2:2]1.[Cl:16][C:17]1[CH:22]=[C:21](I)[CH:20]=[C:19]([C:24]([F:27])([F:26])[F:25])[N:18]=1.CN[C@@H]1CCCC[C@H]1NC.P([O-])([O-])([O-])=O.[K+].[K+].[K+]. The catalyst is [Cu](I)I.O1CCOCC1. The product is [Cl:16][C:17]1[CH:22]=[C:21]([N:12]2[CH2:13][CH2:14][N:10]([C:5]3[CH:6]=[N:7][CH:8]=[CH:9][C:4]=3[CH:1]3[CH2:3][CH2:2]3)[C:11]2=[O:15])[CH:20]=[C:19]([C:24]([F:25])([F:26])[F:27])[N:18]=1. The yield is 0.100.